This data is from Reaction yield outcomes from USPTO patents with 853,638 reactions. The task is: Predict the reaction yield, written as a fraction of the theoretical maximum amount of product (1.0 means a 100% yield; for example, 0.34 means a 34% yield). (1) The reactants are [H-].[Na+].[Br:3][C:4]1[CH:12]=[C:11]2[C:7]([CH2:8][C:9](=[O:13])[NH:10]2)=[CH:6][CH:5]=1.[Cl:14][C:15]1[C:24]2[C:19](=[CH:20][CH:21]=[CH:22][CH:23]=2)[N:18]=[CH:17][N:16]=1. The catalyst is CN(C)C=O. The product is [ClH:14].[Br:3][C:4]1[CH:12]=[C:11]2[C:7]([CH:8]([C:15]3[C:24]4[C:19](=[CH:20][CH:21]=[CH:22][CH:23]=4)[N:18]=[CH:17][N:16]=3)[C:9](=[O:13])[NH:10]2)=[CH:6][CH:5]=1. The yield is 0.740. (2) The reactants are [C:1]([O:5][C:6]([CH2:8][CH2:9][C@@H:10]([CH2:14][CH3:15])[C:11]([OH:13])=O)=[O:7])([CH3:4])([CH3:3])[CH3:2].[NH2:16][C@H:17]([C:25]([O:27][CH3:28])=[O:26])[CH2:18][C:19]1[CH:24]=[CH:23][CH:22]=[CH:21][CH:20]=1.Cl.CCN=C=NCCCN(C)C.Cl.CCN(C(C)C)C(C)C.C(O)(=O)CC(CC(O)=O)(C(O)=O)O. The catalyst is C(Cl)Cl.CCOC(C)=O. The product is [C:1]([O:5][C:6]([CH2:8][CH2:9][C@@H:10]([CH2:14][CH3:15])[C:11]([NH:16][C@@H:17]([CH2:18][C:19]1[CH:24]=[CH:23][CH:22]=[CH:21][CH:20]=1)[C:25]([O:27][CH3:28])=[O:26])=[O:13])=[O:7])([CH3:2])([CH3:3])[CH3:4]. The yield is 0.800. (3) The reactants are [CH3:1][O:2][C:3]1[C:8]([C:9]2[CH:14]=[CH:13][C:12]([O:15][CH3:16])=[CH:11][CH:10]=2)=[CH:7][C:6]([CH2:17][NH:18][CH:19](C2C=NC=CC=2)[CH3:20])=[CH:5][CH:4]=1.[N:27]1[CH:32]=[CH:31][C:30](C(N)C)=[CH:29][CH:28]=1.COC1C(C2C=CC(OC)=CC=2)=CC(C=O)=CC=1.C(O[BH-](OC(=O)C)OC(=O)C)(=O)C.[Na+]. No catalyst specified. The product is [CH3:1][O:2][C:3]1[C:8]([C:9]2[CH:14]=[CH:13][C:12]([O:15][CH3:16])=[CH:11][CH:10]=2)=[CH:7][C:6]([CH2:17][NH:18][CH:19]([C:30]2[CH:31]=[CH:32][N:27]=[CH:28][CH:29]=2)[CH3:20])=[CH:5][CH:4]=1. The yield is 0.510.